Dataset: Full USPTO retrosynthesis dataset with 1.9M reactions from patents (1976-2016). Task: Predict the reactants needed to synthesize the given product. Given the product [C:42]([O:41][C:40]([NH:39][CH:38]([CH2:37][CH2:36][S:35][CH2:12][C@@H:11]1[C@@H:6]2[C@@H:7]([O:8][C:4]([CH3:32])([CH3:3])[O:5]2)[C@H:9]([N:14]2[CH:22]=[N:21][C:20]3[C:15]2=[N:16][CH:17]=[N:18][C:19]=3[NH:23][CH2:24][CH2:25][C:26]2[CH:31]=[CH:30][CH:29]=[CH:28][CH:27]=2)[O:10]1)[C:34]([O:48][CH3:47])=[O:33])=[O:46])([CH3:45])([CH3:44])[CH3:43], predict the reactants needed to synthesize it. The reactants are: [H-].[Na+].[CH3:3][C:4]1([CH3:32])[O:8][C@H:7]2[C@H:9]([N:14]3[CH:22]=[N:21][C:20]4[C:15]3=[N:16][CH:17]=[N:18][C:19]=4[NH:23][CH2:24][CH2:25][C:26]3[CH:31]=[CH:30][CH:29]=[CH:28][CH:27]=3)[O:10][C@H:11]([CH2:12]O)[C@H:6]2[O:5]1.[O:33]=[C:34]1[CH:38]([NH:39][C:40](=[O:46])[O:41][C:42]([CH3:45])([CH3:44])[CH3:43])[CH2:37][CH2:36][S:35]1.[CH3:47][O-:48].[Na+].